Dataset: Forward reaction prediction with 1.9M reactions from USPTO patents (1976-2016). Task: Predict the product of the given reaction. Given the reactants [CH3:1][C:2]1[O:6][N:5]=[C:4]([C:7]2[CH:12]=[CH:11][CH:10]=[CH:9][CH:8]=2)[C:3]=1[C:13]([NH:15][NH2:16])=[O:14].[N+:17]([C:20]1[CH:28]=[CH:27][C:23]([C:24](O)=O)=[CH:22][CH:21]=1)([O-:19])=[O:18], predict the reaction product. The product is: [CH3:1][C:2]1[O:6][N:5]=[C:4]([C:7]2[CH:12]=[CH:11][CH:10]=[CH:9][CH:8]=2)[C:3]=1[C:13]1[O:14][C:24]([C:23]2[CH:27]=[CH:28][C:20]([N+:17]([O-:19])=[O:18])=[CH:21][CH:22]=2)=[N:16][N:15]=1.